Dataset: Catalyst prediction with 721,799 reactions and 888 catalyst types from USPTO. Task: Predict which catalyst facilitates the given reaction. (1) Reactant: [Cl:1][C:2]1[CH:7]=[CH:6][C:5]([CH2:8][CH2:9][CH2:10][O:11][CH:12]2[CH2:17][CH2:16][N:15](C(OC(C)(C)C)=O)[CH2:14][CH2:13]2)=[CH:4][CH:3]=1.[OH-].[Na+]. Product: [Cl:1][C:2]1[CH:7]=[CH:6][C:5]([CH2:8][CH2:9][CH2:10][O:11][CH:12]2[CH2:13][CH2:14][NH:15][CH2:16][CH2:17]2)=[CH:4][CH:3]=1. The catalyst class is: 557. (2) Reactant: [C:1]([NH:9][C:10]1[CH:19]=[C:18]2[C:13]([CH:14]=[CH:15][CH:16]=[C:17]2[N:20]2[CH2:25][CH2:24][N:23]([CH3:26])[CH2:22][CH2:21]2)=[CH:12][CH:11]=1)(=O)[C:2]1[CH:7]=[CH:6][CH:5]=[CH:4][CH:3]=1.CSC.B.Cl.C(OCC)(=O)C. Product: [CH2:1]([NH:9][C:10]1[CH:19]=[C:18]2[C:13]([CH:14]=[CH:15][CH:16]=[C:17]2[N:20]2[CH2:21][CH2:22][N:23]([CH3:26])[CH2:24][CH2:25]2)=[CH:12][CH:11]=1)[C:2]1[CH:3]=[CH:4][CH:5]=[CH:6][CH:7]=1. The catalyst class is: 11. (3) Reactant: [Br:1][C:2]1[CH:7]=[CH:6][C:5]([N+:8]([O-])=O)=[C:4]([O:11][CH2:12][CH3:13])[CH:3]=1.[Cl-].[NH4+]. Product: [Br:1][C:2]1[CH:7]=[CH:6][C:5]([NH2:8])=[C:4]([O:11][CH2:12][CH3:13])[CH:3]=1. The catalyst class is: 415. (4) Reactant: CC(C)([O-])C.[K+].[CH2:7]([C:9]1([C:41]([O:43]CC)=[O:42])[CH2:14][CH2:13][N:12]([C:15]2[N:20]=[CH:19][C:18]([C:21]3[CH:22]=[C:23](/[C:36](/[CH3:40])=[N:37]/[O:38][CH3:39])[C:24]4[S:28][C:27]([NH:29][C:30](=[O:34])[NH:31][CH2:32][CH3:33])=[N:26][C:25]=4[CH:35]=3)=[CH:17][N:16]=2)[CH2:11][CH2:10]1)[CH3:8]. Product: [CH2:7]([C:9]1([C:41]([OH:43])=[O:42])[CH2:14][CH2:13][N:12]([C:15]2[N:16]=[CH:17][C:18]([C:21]3[CH:22]=[C:23](/[C:36](/[CH3:40])=[N:37]/[O:38][CH3:39])[C:24]4[S:28][C:27]([NH:29][C:30](=[O:34])[NH:31][CH2:32][CH3:33])=[N:26][C:25]=4[CH:35]=3)=[CH:19][N:20]=2)[CH2:11][CH2:10]1)[CH3:8]. The catalyst class is: 16. (5) Reactant: Br[C:2]1[CH:9]=[CH:8][C:5]([CH:6]=[O:7])=[C:4]([N+:10]([O-:12])=[O:11])[CH:3]=1.[B:13]1([B:13]2[O:17][C:16]([CH3:19])([CH3:18])[C:15]([CH3:21])([CH3:20])[O:14]2)[O:17][C:16]([CH3:19])([CH3:18])[C:15]([CH3:21])([CH3:20])[O:14]1.C1(P(C2CCCCC2)C2CCCCC2)CCCCC1.CC([O-])=O.[K+]. Product: [N+:10]([C:4]1[CH:3]=[C:2]([B:13]2[O:17][C:16]([CH3:19])([CH3:18])[C:15]([CH3:21])([CH3:20])[O:14]2)[CH:9]=[CH:8][C:5]=1[CH:6]=[O:7])([O-:12])=[O:11]. The catalyst class is: 12. (6) Reactant: [Br:1][C:2]1[CH:7]=[CH:6][C:5]([CH2:8][CH2:9][NH:10][C:11](=[O:16])[C:12]([F:15])([F:14])[F:13])=[CH:4][CH:3]=1.O.F[B-](F)(F)F.[O:23]=[N+:24]=[O:25]. Product: [Br:1][C:2]1[CH:3]=[CH:4][C:5]([CH2:8][CH2:9][NH:10][C:11](=[O:16])[C:12]([F:14])([F:15])[F:13])=[C:6]([N+:24]([O-:25])=[O:23])[CH:7]=1. The catalyst class is: 10. (7) The catalyst class is: 19. Reactant: [N+:1]([C:4]1[S:8][C:7]([C:9]2[CH:10]=[C:11]3[C:16](=[CH:17][CH:18]=2)[N:15]=[CH:14][N:13]=[C:12]3[N:19]([C:27]([O:29][C:30]([CH3:33])([CH3:32])[CH3:31])=[O:28])[C:20]([O:22][C:23]([CH3:26])([CH3:25])[CH3:24])=[O:21])=[CH:6][CH:5]=1)([O-])=O. Product: [NH2:1][C:4]1[S:8][C:7]([C:9]2[CH:10]=[C:11]3[C:16](=[CH:17][CH:18]=2)[N:15]=[CH:14][N:13]=[C:12]3[N:19]([C:20]([O:22][C:23]([CH3:26])([CH3:25])[CH3:24])=[O:21])[C:27]([O:29][C:30]([CH3:31])([CH3:32])[CH3:33])=[O:28])=[CH:6][CH:5]=1. (8) Reactant: B(Br)(Br)Br.[CH2:5]([C:7]1([C:15]2[CH:20]=[CH:19][CH:18]=[C:17]([O:21]C)[CH:16]=2)[CH2:13][CH2:12][CH2:11][CH2:10][NH:9][C:8]1=[O:14])[CH3:6]. Product: [CH2:5]([C:7]1([C:15]2[CH:20]=[CH:19][CH:18]=[C:17]([OH:21])[CH:16]=2)[CH2:13][CH2:12][CH2:11][CH2:10][NH:9][C:8]1=[O:14])[CH3:6]. The catalyst class is: 2. (9) Reactant: [Cl:1][C:2]1([Cl:31])[C@H:6]([O:7][Si:8]([CH:15]([CH3:17])[CH3:16])([CH:12]([CH3:14])[CH3:13])[CH:9]([CH3:11])[CH3:10])[C@@H:5]([CH2:18][O:19][Si:20]([CH:27]([CH3:29])[CH3:28])([CH:24]([CH3:26])[CH3:25])[CH:21]([CH3:23])[CH3:22])[O:4][CH:3]1[OH:30].[S:32](Cl)([CH3:35])(=[O:34])=[O:33].C1(C)C=CC=CC=1. Product: [CH3:35][S:32]([O:30][CH:3]1[C:2]([Cl:1])([Cl:31])[C@H:6]([O:7][Si:8]([CH:9]([CH3:10])[CH3:11])([CH:12]([CH3:13])[CH3:14])[CH:15]([CH3:16])[CH3:17])[C@@H:5]([CH2:18][O:19][Si:20]([CH:21]([CH3:23])[CH3:22])([CH:24]([CH3:26])[CH3:25])[CH:27]([CH3:29])[CH3:28])[O:4]1)(=[O:34])=[O:33]. The catalyst class is: 13. (10) Product: [Cl:12][C:11]1[CH:10]=[CH:9][C:4]([C:5]([O:7][CH3:8])=[O:6])=[C:3]([NH:13][CH2:14][CH2:15][CH2:16][OH:17])[C:2]=1[NH:1][C:29](=[S:30])[NH:28][C:20]1[C:21]([Br:27])=[CH:22][C:23]([O:25][CH3:26])=[CH:24][C:19]=1[Br:18]. The catalyst class is: 277. Reactant: [NH2:1][C:2]1[C:3]([NH:13][CH2:14][CH2:15][CH2:16][OH:17])=[C:4]([CH:9]=[CH:10][C:11]=1[Cl:12])[C:5]([O:7][CH3:8])=[O:6].[Br:18][C:19]1[CH:24]=[C:23]([O:25][CH3:26])[CH:22]=[C:21]([Br:27])[C:20]=1[N:28]=[C:29]=[S:30].